From a dataset of Catalyst prediction with 721,799 reactions and 888 catalyst types from USPTO. Predict which catalyst facilitates the given reaction. (1) Reactant: [CH2:1]1[C:6]2([CH2:11][CH2:10][N:9]([C:12]([O:14][C:15]([CH3:18])([CH3:17])[CH3:16])=[O:13])[CH2:8][CH2:7]2)[CH2:5][CH2:4][CH2:3][NH:2]1.Br[C:20]1[CH:25]=[CH:24][C:23]([S:26]([CH3:29])(=[O:28])=[O:27])=[CH:22][N:21]=1.COC1C=CC=C(OC)C=1C1C=CC=CC=1P(C1CCCCC1)C1CCCCC1.C([O-])([O-])=O.[Cs+].[Cs+]. Product: [CH3:29][S:26]([C:23]1[CH:24]=[CH:25][C:20]([N:2]2[CH2:3][CH2:4][CH2:5][C:6]3([CH2:7][CH2:8][N:9]([C:12]([O:14][C:15]([CH3:18])([CH3:17])[CH3:16])=[O:13])[CH2:10][CH2:11]3)[CH2:1]2)=[N:21][CH:22]=1)(=[O:28])=[O:27]. The catalyst class is: 110. (2) Reactant: CN(C)C=O.[O:6]1[CH2:10][CH2:9][O:8][CH:7]1[C:11]1[CH:12]=[CH:13][C:14]([CH2:17][OH:18])=[N:15][CH:16]=1.[H-].[Na+].F[C:22]1[CH:27]=[CH:26][CH:25]=[CH:24][N:23]=1. Product: [O:6]1[CH2:10][CH2:9][O:8][CH:7]1[C:11]1[CH:12]=[CH:13][C:14]([CH2:17][O:18][C:22]2[CH:27]=[CH:26][CH:25]=[CH:24][N:23]=2)=[N:15][CH:16]=1. The catalyst class is: 6. (3) Reactant: [CH:1]([C:4]1[CH:12]=[C:7]2[CH:8]=[CH:9][CH:10]=[CH:11][N:6]2[N:5]=1)([CH3:3])[CH3:2].Cl[C:14]1[CH:19]=[CH:18][CH:17]=[CH:16][C:15]=1[CH2:20][C:21](Cl)=[O:22].[Al+3].[Cl-].[Cl-].[Cl-].[Cl-].[NH3:29].[Na+].[I-]. Product: [NH2:29][CH:20]([C:15]1[CH:16]=[CH:17][CH:18]=[CH:19][CH:14]=1)[C:21]([C:12]1[C:4]([CH:1]([CH3:3])[CH3:2])=[N:5][N:6]2[CH:11]=[CH:10][CH:9]=[CH:8][C:7]=12)=[O:22]. The catalyst class is: 5.